Dataset: Forward reaction prediction with 1.9M reactions from USPTO patents (1976-2016). Task: Predict the product of the given reaction. (1) Given the reactants [OH:1][C:2]1[CH:11]=[C:10]2[C:5]([CH:6]=[CH:7][C:8](=[O:12])[NH:9]2)=[CH:4][CH:3]=1.[OH-].[K+].Br[CH2:16][CH2:17][CH2:18][CH2:19][Cl:20], predict the reaction product. The product is: [Cl:20][CH2:19][CH2:18][CH2:17][CH2:16][O:1][C:2]1[CH:11]=[C:10]2[C:5]([CH:6]=[CH:7][C:8](=[O:12])[NH:9]2)=[CH:4][CH:3]=1. (2) Given the reactants CCN(CC)CC.[OH:8][C@@H:9]([C:20]1[CH:25]=[CH:24][CH:23]=[C:22]([OH:26])[CH:21]=1)[CH2:10][CH2:11][NH:12][C:13](=[O:19])[O:14][C:15]([CH3:18])([CH3:17])[CH3:16].[O:27](S(C(F)(F)F)(=O)=O)[S:28]([C:31]([F:34])([F:33])[F:32])(=O)=[O:29].O, predict the reaction product. The product is: [F:32][C:31]([F:34])([F:33])[S:28]([O:26][C:22]1[CH:23]=[CH:24][CH:25]=[C:20]([C@H:9]([OH:8])[CH2:10][CH2:11][NH:12][C:13]([O:14][C:15]([CH3:18])([CH3:17])[CH3:16])=[O:19])[CH:21]=1)(=[O:29])=[O:27]. (3) The product is: [F:25][C:26]([F:41])([F:40])[C:27]1[CH:28]=[C:29]([C@H:30]([O:17][C@H:16]2[CH2:15][CH2:14][C@@H:13]3[C@@H:9]([CH2:10][NH:11][CH2:12]3)[C@@H:8]2[C:5]2[CH:4]=[CH:3][C:2]([F:1])=[CH:7][CH:6]=2)[CH3:42])[CH:33]=[C:34]([C:36]([F:39])([F:38])[F:37])[CH:35]=1. Given the reactants [F:1][C:2]1[CH:7]=[CH:6][C:5]([C@@H:8]2[C@@H:16]([OH:17])[CH2:15][CH2:14][C@@H:13]3[C@H:9]2[CH2:10][N:11](C(OC(C)(C)C)=O)[CH2:12]3)=[CH:4][CH:3]=1.[F:25][C:26]([F:41])([F:40])[C:27]1[CH:28]=[C:29]([CH:33]=[C:34]([C:36]([F:39])([F:38])[F:37])[CH:35]=1)[C:30](Cl)=O.[CH2:42](Cl)Cl, predict the reaction product. (4) Given the reactants [CH3:1][C:2]1[CH:7]=[C:6]([CH3:8])[CH:5]=[C:4]([CH3:9])[C:3]=1[CH:10]1[C:18](=[O:19])[CH:17]2[CH:12]([CH:13]3[O:20][CH:16]2[CH:15]=[CH:14]3)[C:11]1=[O:21].[CH:22](I)=[CH2:23].C([O-])=O.[Na+], predict the reaction product. The product is: [CH3:1][C:2]1[CH:7]=[C:6]([CH3:8])[CH:5]=[C:4]([CH3:9])[C:3]=1[CH:10]1[C:11](=[O:21])[CH:12]2[CH:17]([CH:16]3[O:20][CH:13]2[CH:14]([CH:22]=[CH2:23])[CH2:15]3)[C:18]1=[O:19]. (5) Given the reactants [NH2:1][C:2]1[C:7]([C:8]([C:10]2[CH:15]=[C:14]([F:16])[CH:13]=[CH:12][C:11]=2[O:17][CH3:18])=[O:9])=[CH:6][CH:5]=[C:4](Cl)[N:3]=1.[NH2:20][CH:21]1[CH2:26][CH2:25][N:24]([C:27]([O:29][C:30]([CH3:33])([CH3:32])[CH3:31])=[O:28])[CH2:23][CH2:22]1, predict the reaction product. The product is: [C:30]([O:29][C:27]([N:24]1[CH2:25][CH2:26][CH:21]([NH:20][C:4]2[CH:5]=[CH:6][C:7]([C:8](=[O:9])[C:10]3[CH:15]=[C:14]([F:16])[CH:13]=[CH:12][C:11]=3[O:17][CH3:18])=[C:2]([NH2:1])[N:3]=2)[CH2:22][CH2:23]1)=[O:28])([CH3:33])([CH3:31])[CH3:32]. (6) Given the reactants [OH:1][CH2:2][CH:3]1[CH2:12][C:11]2[C:6](=[CH:7][CH:8]=[CH:9][CH:10]=2)[C:5](=[O:13])[NH:4]1.C(N(CC)CC)C.[CH3:21][S:22](Cl)(=[O:24])=[O:23], predict the reaction product. The product is: [CH3:21][S:22]([O:1][CH2:2][CH:3]1[CH2:12][C:11]2[C:6](=[CH:7][CH:8]=[CH:9][CH:10]=2)[C:5](=[O:13])[NH:4]1)(=[O:24])=[O:23].